Dataset: Full USPTO retrosynthesis dataset with 1.9M reactions from patents (1976-2016). Task: Predict the reactants needed to synthesize the given product. (1) The reactants are: C(Cl)(=O)C(Cl)=O.[C:7]([C:11]1[CH:16]=[CH:15][C:14]([S:17]([NH:20][CH2:21][C:22]2[CH:30]=[CH:29][C:25]([C:26]([OH:28])=O)=[CH:24][CH:23]=2)(=[O:19])=[O:18])=[CH:13][CH:12]=1)([CH3:10])([CH3:9])[CH3:8].[CH3:31][O:32][C:33]1[CH:38]=[CH:37][N:36]=[CH:35][C:34]=1[N+:39]([O-])=O. Given the product [C:7]([C:11]1[CH:16]=[CH:15][C:14]([S:17]([NH:20][CH2:21][C:22]2[CH:30]=[CH:29][C:25]([C:26]([NH:39][C:34]3[CH:35]=[N:36][CH:37]=[CH:38][C:33]=3[O:32][CH3:31])=[O:28])=[CH:24][CH:23]=2)(=[O:18])=[O:19])=[CH:13][CH:12]=1)([CH3:10])([CH3:9])[CH3:8], predict the reactants needed to synthesize it. (2) The reactants are: [Cl:1][CH2:2][C:3]#[N:4].C[O-].[Na+].CS(O)(=O)=O.N[C:14]1[CH:15]=[C:16]([CH:19]=[CH:20][C:21]=1[NH:22][CH2:23][C:24](=[O:32])[NH:25][CH:26]1[CH2:31][CH2:30][CH2:29][CH2:28][CH2:27]1)[C:17]#[N:18]. Given the product [Cl:1][CH2:2][C:3]1[N:22]([CH2:23][C:24](=[O:32])[NH:25][CH:26]2[CH2:27][CH2:28][CH2:29][CH2:30][CH2:31]2)[C:21]2[CH:20]=[CH:19][C:16]([C:17]#[N:18])=[CH:15][C:14]=2[N:4]=1, predict the reactants needed to synthesize it.